Task: Predict the reactants needed to synthesize the given product.. Dataset: Full USPTO retrosynthesis dataset with 1.9M reactions from patents (1976-2016) (1) Given the product [CH2:1]([N:8]1[CH2:13][CH2:12][C@@H:11]([CH3:14])[C@@H:10]([NH:15][C:16]2[C:21]([CH2:22][OH:23])=[CH:20][N:19]=[C:18]3[N:24]([CH2:27][O:28][CH2:29][CH2:30][Si:31]([CH3:32])([CH3:34])[CH3:33])[CH:25]=[CH:26][C:17]=23)[CH2:9]1)[C:2]1[CH:3]=[CH:4][CH:5]=[CH:6][CH:7]=1, predict the reactants needed to synthesize it. The reactants are: [CH2:1]([N:8]1[CH2:13][CH2:12][C@@H:11]([CH3:14])[C@@H:10]([NH:15][C:16]2[C:21]([CH:22]=[O:23])=[CH:20][N:19]=[C:18]3[N:24]([CH2:27][O:28][CH2:29][CH2:30][Si:31]([CH3:34])([CH3:33])[CH3:32])[CH:25]=[CH:26][C:17]=23)[CH2:9]1)[C:2]1[CH:7]=[CH:6][CH:5]=[CH:4][CH:3]=1.[BH4-].[Na+].CCCCCC.C(OCC)(=O)C. (2) Given the product [C:1]([O:9][CH2:10][CH2:11][CH:12]([Br:17])[C:13](=[C:15]=[O:16])[CH3:14])(=[O:8])[C:2]1[CH:7]=[CH:6][CH:5]=[CH:4][CH:3]=1, predict the reactants needed to synthesize it. The reactants are: [C:1]([O:9][CH2:10][CH2:11][CH2:12][C:13](=[C:15]=[O:16])[CH3:14])(=[O:8])[C:2]1[CH:7]=[CH:6][CH:5]=[CH:4][CH:3]=1.[Br:17]Br.